This data is from Reaction yield outcomes from USPTO patents with 853,638 reactions. The task is: Predict the reaction yield, written as a fraction of the theoretical maximum amount of product (1.0 means a 100% yield; for example, 0.34 means a 34% yield). The reactants are Cl[CH:2]([C:21]1[CH:26]=[CH:25][CH:24]=[CH:23][CH:22]=1)[C:3]([C:5]1[C:13]2[C:8](=[CH:9][CH:10]=[C:11]([F:14])[CH:12]=2)[N:7]([CH2:15][CH2:16][O:17][CH2:18][O:19][CH3:20])[CH:6]=1)=[O:4].[CH3:27][O:28][C:29]1[CH:30]=[C:31]([CH:33]=[CH:34][CH:35]=1)[NH2:32]. The catalyst is C(#N)C. The product is [F:14][C:11]1[CH:12]=[C:13]2[C:8](=[CH:9][CH:10]=1)[N:7]([CH2:15][CH2:16][O:17][CH2:18][O:19][CH3:20])[CH:6]=[C:5]2[C:3](=[O:4])[CH:2]([NH:32][C:31]1[CH:33]=[CH:34][CH:35]=[C:29]([O:28][CH3:27])[CH:30]=1)[C:21]1[CH:26]=[CH:25][CH:24]=[CH:23][CH:22]=1. The yield is 0.420.